Dataset: Reaction yield outcomes from USPTO patents with 853,638 reactions. Task: Predict the reaction yield, written as a fraction of the theoretical maximum amount of product (1.0 means a 100% yield; for example, 0.34 means a 34% yield). The reactants are [C:1]([O:5][C:6]([N:8]1[CH2:13][CH:12]=[C:11]([C:14]2[CH:19]=[CH:18][C:17]([Cl:20])=[CH:16][CH:15]=2)[CH2:10][CH2:9]1)=[O:7])([CH3:4])([CH3:3])[CH3:2].ClC1C=CC=C(C(OO)=[O:29])C=1. The catalyst is C(Cl)Cl. The product is [C:1]([O:5][C:6]([N:8]1[CH2:9][CH2:10][C:11]2([C:14]3[CH:19]=[CH:18][C:17]([Cl:20])=[CH:16][CH:15]=3)[CH:12]([O:29]2)[CH2:13]1)=[O:7])([CH3:4])([CH3:2])[CH3:3]. The yield is 0.710.